This data is from Catalyst prediction with 721,799 reactions and 888 catalyst types from USPTO. The task is: Predict which catalyst facilitates the given reaction. (1) Reactant: Br[CH:2]([CH3:21])[CH2:3][CH2:4][CH2:5][O:6][CH2:7][CH:8]1[CH2:13][CH2:12][N:11]([C:14]([O:16][C:17]([CH3:20])([CH3:19])[CH3:18])=[O:15])[CH2:10][CH2:9]1.[CH3:22][OH:23]. Product: [CH3:22][O:23][CH2:21][CH2:2][CH2:3][CH2:4][CH2:5][O:6][CH2:7][CH:8]1[CH2:13][CH2:12][N:11]([C:14]([O:16][C:17]([CH3:20])([CH3:19])[CH3:18])=[O:15])[CH2:10][CH2:9]1. The catalyst class is: 74. (2) Reactant: Cl.[Cl:2][C:3]1[CH:8]=[CH:7][C:6]([NH:9][C:10]2[C:15]([CH:16]3OCC[O:17]3)=[N:14][CH:13]=[C:12]([N:21]3[C:25]([CH3:26])=[CH:24][C:23]([CH3:27])=[N:22]3)[N:11]=2)=[CH:5][CH:4]=1. Product: [Cl:2][C:3]1[CH:4]=[CH:5][C:6]([NH:9][C:10]2[C:15]([CH:16]=[O:17])=[N:14][CH:13]=[C:12]([N:21]3[C:25]([CH3:26])=[CH:24][C:23]([CH3:27])=[N:22]3)[N:11]=2)=[CH:7][CH:8]=1. The catalyst class is: 21. (3) Reactant: C(Cl)(=O)C(Cl)=O.CS(C)=O.[C:11]([N:28]([CH2:32][CH2:33][CH2:34][CH2:35][CH2:36][CH2:37][CH2:38][CH2:39][CH2:40][CH3:41])[CH2:29][CH2:30][OH:31])([O:13][CH2:14][CH:15]1[C:27]2[C:22](=[CH:23][CH:24]=[CH:25][CH:26]=2)[C:21]2[C:16]1=[CH:17][CH:18]=[CH:19][CH:20]=2)=[O:12].C(N(CC)CC)C. Product: [C:11]([N:28]([CH2:32][CH2:33][CH2:34][CH2:35][CH2:36][CH2:37][CH2:38][CH2:39][CH2:40][CH3:41])[CH2:29][CH:30]=[O:31])([O:13][CH2:14][CH:15]1[C:27]2[C:22](=[CH:23][CH:24]=[CH:25][CH:26]=2)[C:21]2[C:16]1=[CH:17][CH:18]=[CH:19][CH:20]=2)=[O:12]. The catalyst class is: 2. (4) Reactant: [C:1](=[O:27])(OC1C=CC([N+]([O-])=O)=CC=1)[O:2][CH:3]1[CH2:7][CH2:6][N:5]([C:8]2[CH:13]=[CH:12][C:11]([C:14](=[O:16])[NH2:15])=[CH:10][N:9]=2)[CH2:4]1.[CH:28]([N:31]1[CH2:36][CH2:35][NH:34][CH2:33][CH2:32]1)([CH3:30])[CH3:29]. Product: [CH:28]([N:31]1[CH2:36][CH2:35][N:34]([C:1]([O:2][CH:3]2[CH2:7][CH2:6][N:5]([C:8]3[CH:13]=[CH:12][C:11]([C:14](=[O:16])[NH2:15])=[CH:10][N:9]=3)[CH2:4]2)=[O:27])[CH2:33][CH2:32]1)([CH3:30])[CH3:29]. The catalyst class is: 2.